Binary Classification. Given a drug SMILES string, predict its activity (active/inactive) in a high-throughput screening assay against a specified biological target. From a dataset of KCNQ2 potassium channel screen with 302,405 compounds. (1) The molecule is O(C1CCN(CC1)Cc1c(OCCO)cccc1)c1cc(ccc1)C(=O)NCCOC. The result is 0 (inactive). (2) The compound is O=C1C(=C/C(=N\Nc2ccccc2)C=C1)/C=N\NC(=O)c1n[nH]c(c1)C. The result is 0 (inactive). (3) The molecule is s1c2c(CCCCC2)c2c1nc(oc2=O)c1sccc1. The result is 0 (inactive). (4) The drug is Fc1cc(NC(=O)Nc2ccncc2)ccc1. The result is 0 (inactive). (5) The result is 0 (inactive). The compound is o1c(nnc1NC(=O)C=1OCCOC1)c1c(ccc(c1)C)C. (6) The compound is Clc1c(SCC(=O)NCC2OCCC2)ncc(c1)C(F)(F)F. The result is 0 (inactive).